Dataset: Peptide-MHC class II binding affinity with 134,281 pairs from IEDB. Task: Regression. Given a peptide amino acid sequence and an MHC pseudo amino acid sequence, predict their binding affinity value. This is MHC class II binding data. (1) The peptide sequence is HWFSRENSYSGVEGEGL. The MHC is DRB1_0301 with pseudo-sequence DRB1_0301. The binding affinity (normalized) is 0.199. (2) The peptide sequence is YHFDLSGIAFGSMAK. The MHC is HLA-DPA10103-DPB10201 with pseudo-sequence HLA-DPA10103-DPB10201. The binding affinity (normalized) is 0.266. (3) The binding affinity (normalized) is 0.470. The peptide sequence is GEEYLILSARDVLAV. The MHC is HLA-DPA10301-DPB10402 with pseudo-sequence HLA-DPA10301-DPB10402.